Dataset: Forward reaction prediction with 1.9M reactions from USPTO patents (1976-2016). Task: Predict the product of the given reaction. (1) Given the reactants [C:1](=[O:44])([O:3][CH2:4][CH2:5][O:6][C@@H:7]([C:37]1[CH:42]=[CH:41][CH:40]=[C:39]([Cl:43])[CH:38]=1)[C@@H:8]1[CH2:13][CH2:12][CH2:11][N:10]([C:14](=[O:36])[NH:15][C@H:16]([CH2:24][NH:25][CH2:26]C(OCC[Si](C)(C)C)=O)[CH2:17][CH:18]2[CH2:23][CH2:22][CH2:21][CH2:20][CH2:19]2)[CH2:9]1)[NH2:2].[F:45][C:46]([F:51])([F:50])[C:47]([OH:49])=[O:48], predict the reaction product. The product is: [C:1](=[O:44])([O:3][CH2:4][CH2:5][O:6][C@@H:7]([C:37]1[CH:42]=[CH:41][CH:40]=[C:39]([Cl:43])[CH:38]=1)[C@@H:8]1[CH2:13][CH2:12][CH2:11][N:10]([C:14](=[O:36])[NH:15][C@H:16]([CH2:24][NH:25][CH3:26])[CH2:17][CH:18]2[CH2:23][CH2:22][CH2:21][CH2:20][CH2:19]2)[CH2:9]1)[NH2:2].[C:47]([OH:49])([C:46]([F:51])([F:50])[F:45])=[O:48]. (2) Given the reactants [C:1]([N:8]1C=CN=C1)(N1C=CN=C1)=[O:2].[Si:13]([O:20][CH:21](O)[CH2:22][C:23]1[S:24][C:25]([Cl:28])=[CH:26][CH:27]=1)([C:16]([CH3:19])([CH3:18])[CH3:17])([CH3:15])[CH3:14].[OH-:30].[NH4+], predict the reaction product. The product is: [Si:13]([O:20][CH2:21][CH:22]([C:23]1[S:24][C:25]([Cl:28])=[CH:26][CH:27]=1)[O:30][C:1](=[O:2])[NH2:8])([C:16]([CH3:19])([CH3:18])[CH3:17])([CH3:15])[CH3:14]. (3) Given the reactants Cl.[CH3:2][C@H:3]1[NH:8][CH2:7][C@H:6]([O:9][C:10]2[N:19]=[CH:18][CH:17]=[C:16]([S:20][CH3:21])[C:11]=2[C:12]([O:14][CH3:15])=[O:13])[CH2:5][CH2:4]1.[N:22]1[CH:27]=[CH:26][CH:25]=[N:24][C:23]=1[C:28]1[CH:36]=[CH:35][CH:34]=[CH:33][C:29]=1[C:30](O)=[O:31].C(N(CC)CC)C.C(P1(=O)OP(=O)(CCC)OP(=O)(CCC)O1)CC, predict the reaction product. The product is: [CH3:2][C@H:3]1[N:8]([C:30]([C:29]2[CH:33]=[CH:34][CH:35]=[CH:36][C:28]=2[C:23]2[N:22]=[CH:27][CH:26]=[CH:25][N:24]=2)=[O:31])[CH2:7][C@H:6]([O:9][C:10]2[C:11]([C:12]([O:14][CH3:15])=[O:13])=[C:16]([S:20][CH3:21])[CH:17]=[CH:18][N:19]=2)[CH2:5][CH2:4]1. (4) Given the reactants [C:1]([C:3]1[CH:4]=[C:5]([CH:10]=[C:11]([O:13][CH2:14][CH2:15][O:16][CH3:17])[CH:12]=1)[C:6]([O:8]C)=[O:7])#[N:2].[OH-].[Li+], predict the reaction product. The product is: [C:1]([C:3]1[CH:4]=[C:5]([CH:10]=[C:11]([O:13][CH2:14][CH2:15][O:16][CH3:17])[CH:12]=1)[C:6]([OH:8])=[O:7])#[N:2]. (5) Given the reactants [Br:1][C:2]1[CH:3]=[C:4]([CH:16]=[CH:17][CH:18]=1)[CH2:5][N:6]1[C:10]2[CH:11]=[CH:12][CH:13]=[CH:14][C:9]=2[NH:8][C:7]1=[NH:15].[F:19][C:20]1[CH:30]=[CH:29][C:23]([O:24][CH2:25][CH:26]2[CH2:28][O:27]2)=[CH:22][CH:21]=1, predict the reaction product. The product is: [Br:1][C:2]1[CH:3]=[C:4]([CH:16]=[CH:17][CH:18]=1)[CH2:5][N:6]1[C:10]2[CH:11]=[CH:12][CH:13]=[CH:14][C:9]=2[N:8]([CH2:28][CH:26]([OH:27])[CH2:25][O:24][C:23]2[CH:29]=[CH:30][C:20]([F:19])=[CH:21][CH:22]=2)[C:7]1=[NH:15]. (6) The product is: [CH2:1]([N:8]1[CH2:17][CH2:16][C:15]2[C:14]([NH:29][C:26]3[CH:27]=[CH:28][C:23]([C:19]([CH3:22])([CH3:21])[CH3:20])=[CH:24][CH:25]=3)=[N:13][CH:12]=[N:11][C:10]=2[CH2:9]1)[C:2]1[CH:7]=[CH:6][CH:5]=[CH:4][CH:3]=1. Given the reactants [CH2:1]([N:8]1[CH2:17][CH2:16][C:15]2[C:14](Cl)=[N:13][CH:12]=[N:11][C:10]=2[CH2:9]1)[C:2]1[CH:7]=[CH:6][CH:5]=[CH:4][CH:3]=1.[C:19]([C:23]1[CH:28]=[CH:27][C:26]([NH:29]C2C=CC=CC=2)=[CH:25][CH:24]=1)([CH3:22])([CH3:21])[CH3:20], predict the reaction product. (7) Given the reactants F[C:2]1[CH:29]=[CH:28][C:5]([C:6]([NH:8][C:9]2[S:13][C:12]([NH:14][C:15]3[CH:24]=[CH:23][C:22]4[C:17](=[CH:18][CH:19]=[CH:20][CH:21]=4)[CH:16]=3)=[N:11][C:10]=2[C:25]([NH2:27])=[O:26])=[O:7])=[CH:4][CH:3]=1.[NH2:30][CH2:31][CH2:32][OH:33], predict the reaction product. The product is: [OH:33][CH2:32][CH2:31][NH:30][C:2]1[CH:29]=[CH:28][C:5]([C:6]([NH:8][C:9]2[S:13][C:12]([NH:14][C:15]3[CH:24]=[CH:23][C:22]4[C:17](=[CH:18][CH:19]=[CH:20][CH:21]=4)[CH:16]=3)=[N:11][C:10]=2[C:25]([NH2:27])=[O:26])=[O:7])=[CH:4][CH:3]=1. (8) Given the reactants [C:1](Cl)(=O)C.[Br:5][C:6]1[CH:7]=[C:8]([CH2:12][C:13]([OH:15])=[O:14])[CH:9]=[CH:10][CH:11]=1, predict the reaction product. The product is: [CH3:1][O:14][C:13](=[O:15])[CH2:12][C:8]1[CH:9]=[CH:10][CH:11]=[C:6]([Br:5])[CH:7]=1. (9) Given the reactants [F:1][C:2]1[CH:3]=[C:4]2[C:14](=[CH:15][CH:16]=1)[C:7]([CH2:8][CH:9]([C:11]([OH:13])=[O:12])[NH2:10])=[CH:6][NH:5]2.[OH-].[Na+].[C:19](O[C:19]([O:21][C:22]([CH3:25])([CH3:24])[CH3:23])=[O:20])([O:21][C:22]([CH3:25])([CH3:24])[CH3:23])=[O:20].Cl, predict the reaction product. The product is: [C:22]([O:21][C:19]([NH:10][C@H:9]([C:11]([OH:13])=[O:12])[CH2:8][C:7]1[C:14]2[C:4](=[CH:3][C:2]([F:1])=[CH:16][CH:15]=2)[NH:5][CH:6]=1)=[O:20])([CH3:25])([CH3:24])[CH3:23]. (10) Given the reactants C(O)=O.[NH2:4][CH2:5][CH2:6][C:7]1[CH:24]=[CH:23][C:10]([NH:11][CH:12]2[CH2:17][CH2:16][N:15]([C:18]([NH:20][CH2:21][CH3:22])=[O:19])[CH2:14][CH2:13]2)=[CH:9][CH:8]=1.C([Si]([O:42][C:43]1[CH:48]=[CH:47][C:46]([O:49][CH2:50][CH:51]2[CH2:53][O:52]2)=[CH:45][CH:44]=1)(C1C=CC=CC=1)C1C=CC=CC=1)(C)(C)C, predict the reaction product. The product is: [CH2:21]([NH:20][C:18]([N:15]1[CH2:16][CH2:17][CH:12]([NH:11][C:10]2[CH:9]=[CH:8][C:7]([CH2:6][CH2:5][NH:4][CH2:53][C@H:51]([OH:52])[CH2:50][O:49][C:46]3[CH:47]=[CH:48][C:43]([OH:42])=[CH:44][CH:45]=3)=[CH:24][CH:23]=2)[CH2:13][CH2:14]1)=[O:19])[CH3:22].